Dataset: Full USPTO retrosynthesis dataset with 1.9M reactions from patents (1976-2016). Task: Predict the reactants needed to synthesize the given product. (1) The reactants are: [CH3:1][O:2][C:3](=[O:18])[C:4]1[C:9]([F:10])=[CH:8][CH:7]=[CH:6][C:5]=1[NH:11][C:12]([O:14][CH:15]([CH3:17])[CH3:16])=[O:13].[H-].[Na+].Br[CH2:22][CH2:23][CH2:24][C:25]([O:27][CH2:28][CH3:29])=[O:26]. Given the product [CH3:1][O:2][C:3](=[O:18])[C:4]1[C:9]([F:10])=[CH:8][CH:7]=[CH:6][C:5]=1[N:11]([CH2:22][CH2:23][CH2:24][C:25]([O:27][CH2:28][CH3:29])=[O:26])[C:12]([O:14][CH:15]([CH3:16])[CH3:17])=[O:13], predict the reactants needed to synthesize it. (2) Given the product [C:9]1([C:15]#[C:16][C:17]2[CH:35]=[CH:34][C:20]([C:21]([NH:23][C:24]3[CH:29]=[CH:28][CH:27]=[CH:26][C:25]=3[S:30]([NH:31][C:1](=[O:7])/[CH:2]=[CH:3]/[CH:4]=[CH:5][CH3:6])(=[O:33])=[O:32])=[O:22])=[CH:19][CH:18]=2)[CH:10]=[CH:11][CH:12]=[CH:13][CH:14]=1, predict the reactants needed to synthesize it. The reactants are: [C:1](Cl)(=[O:7])[CH:2]=[CH:3][CH:4]=[CH:5][CH3:6].[C:9]1([C:15]#[C:16][C:17]2[CH:35]=[CH:34][C:20]([C:21]([NH:23][C:24]3[CH:29]=[CH:28][CH:27]=[CH:26][C:25]=3[S:30](=[O:33])(=[O:32])[NH2:31])=[O:22])=[CH:19][CH:18]=2)[CH:14]=[CH:13][CH:12]=[CH:11][CH:10]=1. (3) Given the product [NH2:4][C:3]1[CH:5]=[C:6]([F:9])[CH:7]=[CH:8][C:2]=1/[CH:34]=[CH:33]/[C:32]([O:36][CH3:37])=[O:35], predict the reactants needed to synthesize it. The reactants are: Br[C:2]1[CH:8]=[CH:7][C:6]([F:9])=[CH:5][C:3]=1[NH2:4].C1(C)C=CC=CC=1P(C1C=CC=CC=1C)C1C=CC=CC=1C.[C:32]([O:36][CH3:37])(=[O:35])[CH:33]=[CH2:34].C(N(CC)CC)C.